From a dataset of Full USPTO retrosynthesis dataset with 1.9M reactions from patents (1976-2016). Predict the reactants needed to synthesize the given product. (1) The reactants are: [F:1][C:2]1[CH:7]=[CH:6][C:5]([O:8][CH3:9])=[CH:4][CH:3]=1.CN(CCN(CCN(C)C)C)C.C([Li])CCC.B(OC)(OC)[O:28]C.OO. Given the product [F:1][C:2]1[CH:7]=[CH:6][C:5]([O:8][CH3:9])=[CH:4][C:3]=1[OH:28], predict the reactants needed to synthesize it. (2) Given the product [CH:14]([OH:16])=[O:15].[Cl:17][C:18]1[CH:19]=[C:20]([CH:30]=[CH:31][C:32]=1[Cl:33])[CH2:21][N:22]1[CH2:27][CH2:26][O:25][C@@H:24]([CH2:28][NH:29][C:14](=[O:16])[CH2:13][C:3]2[N:4]=[C:5]([C:7]3[CH:8]=[N:9][CH:10]=[CH:11][CH:12]=3)[O:6][C:2]=2[CH3:1])[CH2:23]1, predict the reactants needed to synthesize it. The reactants are: [CH3:1][C:2]1[O:6][C:5]([C:7]2[CH:8]=[N:9][CH:10]=[CH:11][CH:12]=2)=[N:4][C:3]=1[CH2:13][C:14]([OH:16])=[O:15].[Cl:17][C:18]1[CH:19]=[C:20]([CH:30]=[CH:31][C:32]=1[Cl:33])[CH2:21][N:22]1[CH2:27][CH2:26][O:25][C@@H:24]([CH2:28][NH2:29])[CH2:23]1. (3) The reactants are: [Cl:1][C:2]1[CH:3]=[C:4]([C:12]2[S:16][C:15]([C:17]3[CH:35]=[CH:34][C:20]4[CH2:21][CH2:22][N:23]([CH2:26][CH2:27][CH2:28][C:29]([O:31][CH2:32][CH3:33])=[O:30])[CH2:24][CH2:25][C:19]=4[CH:18]=3)=[N:14][CH:13]=2)[CH:5]=[CH:6][C:7]=1[O:8][CH:9]([CH3:11])[CH3:10].[OH-].[Na+].C(O)(=O)C. Given the product [Cl:1][C:2]1[CH:3]=[C:4]([C:12]2[S:16][C:15]([C:17]3[CH:35]=[CH:34][C:20]4[CH2:21][CH2:22][N:23]([CH2:26][CH2:27][CH2:28][C:29]([OH:31])=[O:30])[CH2:24][CH2:25][C:19]=4[CH:18]=3)=[N:14][CH:13]=2)[CH:5]=[CH:6][C:7]=1[O:8][CH:9]([CH3:11])[CH3:10].[CH3:33][CH2:32][O:31][C:29]([CH3:28])=[O:30], predict the reactants needed to synthesize it. (4) Given the product [C:11]1([CH3:14])[CH:12]=[CH:13][C:8]([C:5]2[O:4][C:3]([CH2:2][S:35][C:23]3[N:22]([C:17]4[CH:18]=[CH:19][CH:20]=[CH:21][C:16]=4[Cl:15])[C:26]([C:27]4[CH:32]=[CH:31][C:30]([Cl:33])=[C:29]([Cl:34])[CH:28]=4)=[N:25][N:24]=3)=[N:7][N:6]=2)=[CH:9][CH:10]=1, predict the reactants needed to synthesize it. The reactants are: Cl[CH2:2][C:3]1[O:4][C:5]([C:8]2[CH:13]=[CH:12][C:11]([CH3:14])=[CH:10][CH:9]=2)=[N:6][N:7]=1.[Cl:15][C:16]1[CH:21]=[CH:20][CH:19]=[CH:18][C:17]=1[N:22]1[C:26]([C:27]2[CH:32]=[CH:31][C:30]([Cl:33])=[C:29]([Cl:34])[CH:28]=2)=[N:25][N:24]=[C:23]1[SH:35].C([O-])([O-])=O.[K+].[K+]. (5) The reactants are: [Cl:1][C:2]1[CH:3]=[N:4][C:5]2[N:6]([N:8]=[C:9]([C:11]([OH:13])=O)[CH:10]=2)[CH:7]=1.[O:14]1[CH:18]=[CH:17][CH:16]=[C:15]1[C:19]1[N:23]2[CH2:24][CH2:25][NH:26][CH:27]([CH3:28])[C:22]2=[CH:21][CH:20]=1. Given the product [Cl:1][C:2]1[CH:3]=[N:4][C:5]2[N:6]([N:8]=[C:9]([C:11]([N:26]3[CH2:25][CH2:24][N:23]4[C:19]([C:15]5[O:14][CH:18]=[CH:17][CH:16]=5)=[CH:20][CH:21]=[C:22]4[CH:27]3[CH3:28])=[O:13])[CH:10]=2)[CH:7]=1, predict the reactants needed to synthesize it. (6) Given the product [Cl:1][C:2]1[C:3]2[S:10][C:9]([C:23]3[N:28]=[C:27]([CH2:29][N:30]([CH2:38][CH2:39][O:40][CH3:41])[C:31](=[O:37])[O:32][C:33]([CH3:36])([CH3:35])[CH3:34])[CH:26]=[CH:25][CH:24]=3)=[CH:8][C:4]=2[CH:11]=[CH:6][CH:7]=1, predict the reactants needed to synthesize it. The reactants are: [Cl:1][C:2]1[CH:7]=[CH:6]N=[C:4]2[CH:8]=[CH:9][S:10][C:3]=12.[CH3:11]CCCCC.[Li]CCCC.Br[C:23]1[N:28]=[C:27]([CH2:29][N:30]([CH2:38][CH2:39][O:40][CH3:41])[C:31](=[O:37])[O:32][C:33]([CH3:36])([CH3:35])[CH3:34])[CH:26]=[CH:25][CH:24]=1.